This data is from Forward reaction prediction with 1.9M reactions from USPTO patents (1976-2016). The task is: Predict the product of the given reaction. (1) Given the reactants [CH2:1]([O:3][C:4]([C@H:6]1[CH2:8][C@@H:7]1[C:9]1[CH:14]=[CH:13][C:12]([O:15][C@H:16]2[C:24]3[C:19](=[C:20]([O:26][C:27]4[CH:32]=[CH:31][C:30]([OH:33])=[CH:29][CH:28]=4)[CH:21]=[CH:22][C:23]=3[F:25])[CH2:18][CH2:17]2)=[CH:11][CH:10]=1)=[O:5])[CH3:2].O[CH2:35][CH2:36][N:37]1[CH2:42][CH2:41][O:40][CH2:39][CH2:38]1.C1(P(C2C=CC=CC=2)C2C=CC=CC=2)C=CC=CC=1.N(C(OC(C)(C)C)=O)=NC(OC(C)(C)C)=O, predict the reaction product. The product is: [CH2:1]([O:3][C:4]([C@H:6]1[CH2:8][C@@H:7]1[C:9]1[CH:10]=[CH:11][C:12]([O:15][C@H:16]2[C:24]3[C:19](=[C:20]([O:26][C:27]4[CH:32]=[CH:31][C:30]([O:33][CH2:35][CH2:36][N:37]5[CH2:42][CH2:41][O:40][CH2:39][CH2:38]5)=[CH:29][CH:28]=4)[CH:21]=[CH:22][C:23]=3[F:25])[CH2:18][CH2:17]2)=[CH:13][CH:14]=1)=[O:5])[CH3:2]. (2) Given the reactants [F:1][C:2]1[C:7]([S:8](Cl)(=[O:10])=[O:9])=[C:6]([F:12])[C:5]([F:13])=[C:4]([F:14])[C:3]=1[F:15].[NH2:16][C:17]1[CH:18]=[C:19]([OH:23])[CH:20]=[CH:21][CH:22]=1.C(N(CC)CC)C, predict the reaction product. The product is: [NH2:16][C:17]1[CH:18]=[C:19]([O:23][S:8]([C:7]2[C:2]([F:1])=[C:3]([F:15])[C:4]([F:14])=[C:5]([F:13])[C:6]=2[F:12])(=[O:10])=[O:9])[CH:20]=[CH:21][CH:22]=1. (3) Given the reactants [C:1]([O:5][C:6]([NH:8][CH:9]([C:13]1[CH:18]=[C:17]([F:19])[CH:16]=[CH:15][C:14]=1[F:20])[C:10]([OH:12])=O)=[O:7])([CH3:4])([CH3:3])[CH3:2].[CH:21]1([NH2:27])[CH2:26][CH2:25][CH2:24][CH2:23][CH2:22]1, predict the reaction product. The product is: [C:1]([O:5][C:6](=[O:7])[NH:8][CH:9]([C:10](=[O:12])[NH:27][CH:21]1[CH2:26][CH2:25][CH2:24][CH2:23][CH2:22]1)[C:13]1[CH:18]=[C:17]([F:19])[CH:16]=[CH:15][C:14]=1[F:20])([CH3:2])([CH3:3])[CH3:4]. (4) Given the reactants [CH3:1][O:2][C:3](=[O:7])[CH2:4][CH2:5][SH:6].CC([O-])(C)C.[K+].Cl[C:15]1[C:24]([C:25]([NH:27][CH2:28][C:29]2[S:30][CH:31]=[CH:32][CH:33]=2)=[O:26])=[CH:23][C:22]2[C:17](=[CH:18][CH:19]=[CH:20][CH:21]=2)[N:16]=1.CCCCCC, predict the reaction product. The product is: [CH3:1][O:2][C:3](=[O:7])[CH2:4][CH2:5][S:6][C:15]1[C:24]([C:25](=[O:26])[NH:27][CH2:28][C:29]2[S:30][CH:31]=[CH:32][CH:33]=2)=[CH:23][C:22]2[C:17](=[CH:18][CH:19]=[CH:20][CH:21]=2)[N:16]=1. (5) Given the reactants [CH2:1]([N:8]1[C:12]([CH2:13][CH2:14][CH:15]=O)=[CH:11][C:10]([CH2:17][CH2:18][CH2:19][CH3:20])=[N:9]1)[C:2]1[CH:7]=[CH:6][CH:5]=[CH:4][CH:3]=1.[F:21][C:22]1[CH:27]=[CH:26][CH:25]=[CH:24][C:23]=1[N:28]1[CH2:33][CH2:32][NH:31][CH2:30][CH2:29]1.[BH-](OC(C)=O)(OC(C)=O)OC(C)=O.[Na+], predict the reaction product. The product is: [F:21][C:22]1[CH:27]=[CH:26][CH:25]=[CH:24][C:23]=1[N:28]1[CH2:33][CH2:32][N:31]([CH2:15][CH2:14][CH2:13][CH:12]2[N:8]([CH2:1][C:2]3[CH:7]=[CH:6][CH:5]=[CH:4][CH:3]=3)[N:9]=[C:10]([CH2:17][CH2:18][CH2:19][CH3:20])[CH2:11]2)[CH2:30][CH2:29]1. (6) Given the reactants [CH3:1][O:2][C:3]1[N:8]=[CH:7][C:6]([NH:9][C:10]2[C:17]([C:18]3[N:26]=[C:25]([CH3:27])[N:24]=[C:23]4[C:19]=3[N:20]=[CH:21][N:22]4C3CCCCO3)=[CH:16][C:13]([CH:14]=O)=[CH:12][N:11]=2)=[CH:5][CH:4]=1.[N:34]1[CH:39]=[CH:38][CH:37]=[C:36]([NH2:40])[N:35]=1.[BH4-].[Na+].Cl, predict the reaction product. The product is: [CH3:1][O:2][C:3]1[N:8]=[CH:7][C:6]([NH:9][C:10]2[N:11]=[CH:12][C:13]([CH2:14][NH:40][C:36]3[N:35]=[N:34][CH:39]=[CH:38][CH:37]=3)=[CH:16][C:17]=2[C:18]2[N:26]=[C:25]([CH3:27])[N:24]=[C:23]3[C:19]=2[N:20]=[CH:21][NH:22]3)=[CH:5][CH:4]=1. (7) Given the reactants [Br:1][C:2]1[CH:3]=[C:4]2[C:9](=[CH:10][CH:11]=1)[N:8]=[C:7]([C:12]([OH:14])=O)[CH:6]=[CH:5]2.[CH3:15][N:16](C=O)[CH3:17].C(Cl)(=O)C(Cl)=O, predict the reaction product. The product is: [Br:1][C:2]1[CH:3]=[C:4]2[C:9](=[CH:10][CH:11]=1)[N:8]=[C:7]([C:12]([N:16]([CH3:17])[CH3:15])=[O:14])[CH:6]=[CH:5]2. (8) Given the reactants O[C:2]12[NH:10][N:9]=[C:8]([C:11]([F:14])([F:13])[F:12])[CH:7]1[CH2:6][CH2:5][N:4]([C:15]([O:17][C:18]([CH3:21])([CH3:20])[CH3:19])=[O:16])[CH2:3]2.[S:22]1[C:26]2[CH2:27][CH2:28][CH2:29][CH2:30][C:25]=2[C:24]([C:31]([NH2:33])=[O:32])=[CH:23]1.[C:34](=O)([O-])[O-].[K+].[K+].O.C[N:42]([CH:44]=[O:45])C, predict the reaction product. The product is: [C:31]([C:24]1[C:25]2[CH2:30][CH2:29][CH2:28][CH2:27][C:26]=2[S:22][C:23]=1[NH:42][C:44](=[O:45])[CH2:34][N:10]1[C:2]2[CH2:3][N:4]([C:15]([O:17][C:18]([CH3:21])([CH3:20])[CH3:19])=[O:16])[CH2:5][CH2:6][C:7]=2[C:8]([C:11]([F:14])([F:13])[F:12])=[N:9]1)(=[O:32])[NH2:33]. (9) Given the reactants Cl.[C:2]1([C:8]2[CH:9]=[C:10]([CH2:17][O:18][C:19]3[CH:20]=[C:21]4[C:25](=[CH:26][CH:27]=3)[NH:24][CH2:23][CH2:22]4)[S:11][C:12]=2[C:13]([F:16])([F:15])[F:14])[CH:7]=[CH:6][CH:5]=[CH:4][CH:3]=1.[Cl:28][CH2:29][C:30](Cl)=[O:31], predict the reaction product. The product is: [Cl:28][CH2:29][C:30]([N:24]1[C:25]2[C:21](=[CH:20][C:19]([O:18][CH2:17][C:10]3[S:11][C:12]([C:13]([F:16])([F:14])[F:15])=[C:8]([C:2]4[CH:3]=[CH:4][CH:5]=[CH:6][CH:7]=4)[CH:9]=3)=[CH:27][CH:26]=2)[CH2:22][CH2:23]1)=[O:31]. (10) Given the reactants CC[O-].[Na+].CNN.Cl.[C:9]([CH:26]([C:33]1[CH:38]=[CH:37][C:36]([F:39])=[CH:35][CH:34]=1)[C@H:27]([NH2:32])CC(Cl)=O)([O:11]CC1C2C(=CC=CC=2)C2C1=CC=CC=2)=O.C1CCN2C(=NCCC2)CC1.[F:51][C:52]([F:59])([F:58])C(OCC)=O.ClC1C=CC(CC#N)=C(F)C=1.[Na], predict the reaction product. The product is: [F:51][C:52]([F:59])([F:58])[C:9](=[O:11])[CH:26]([C:33]1[CH:34]=[CH:35][C:36]([F:39])=[CH:37][CH:38]=1)[C:27]#[N:32].